From a dataset of Catalyst prediction with 721,799 reactions and 888 catalyst types from USPTO. Predict which catalyst facilitates the given reaction. (1) Reactant: [CH2:1]([C@H:8]1[CH2:12][O:11][C:10](=[O:13])[N:9]1[C:14](=[O:21])[CH2:15][CH2:16][Si:17]([CH3:20])([CH3:19])[CH3:18])[C:2]1[CH:7]=[CH:6][CH:5]=[CH:4][CH:3]=1.C[Si]([N-][Si](C)(C)C)(C)C.[K+].C(C1C=C(C(C)C)C=C(C(C)C)C=1S([N:50]=[N+:51]=[N-:52])(=O)=O)(C)C.Cl. Product: [CH2:1]([C@H:8]1[CH2:12][O:11][C:10](=[O:13])[N:9]1[C:14](=[O:21])[C@@H:15]([N:50]=[N+:51]=[N-:52])[CH2:16][Si:17]([CH3:19])([CH3:18])[CH3:20])[C:2]1[CH:7]=[CH:6][CH:5]=[CH:4][CH:3]=1. The catalyst class is: 559. (2) Reactant: Cl[CH2:2][C:3]1[N:4]=[C:5]([N:9]2[CH2:14][CH2:13][O:12][CH2:11][CH2:10]2)[S:6][C:7]=1[CH3:8].[O:15]=[CH:16][C:17]1[CH:25]=[CH:24][C:22]([OH:23])=[C:19]([O:20][CH3:21])[CH:18]=1.C(=O)([O-])[O-].[K+].[K+].CN(C)C=O. Product: [CH3:21][O:20][C:19]1[CH:18]=[C:17]([CH:25]=[CH:24][C:22]=1[O:23][CH2:2][C:3]1[N:4]=[C:5]([N:9]2[CH2:14][CH2:13][O:12][CH2:11][CH2:10]2)[S:6][C:7]=1[CH3:8])[CH:16]=[O:15]. The catalyst class is: 6. (3) Reactant: C(OC([N:8]([C:13]1[C:21]2[C:16](=[CH:17][CH:18]=[CH:19][CH:20]=2)[N:15]([CH2:22][C:23]([O:25][C@H:26]([C:37]2[CH:42]=[CH:41][C:40]([O:43][CH:44]([F:46])[F:45])=[C:39]([O:47][CH2:48][CH:49]3[CH2:51][CH2:50]3)[CH:38]=2)[CH2:27][C:28]2[C:33]([Cl:34])=[CH:32][N+:31]([O-:35])=[CH:30][C:29]=2[Cl:36])=[O:24])[CH:14]=1)[S:9]([CH3:12])(=[O:11])=[O:10])=O)(C)(C)C.Cl.O1CCOCC1. Product: [Cl:36][C:29]1[CH:30]=[N+:31]([O-:35])[CH:32]=[C:33]([Cl:34])[C:28]=1[CH2:27][C@@H:26]([C:37]1[CH:42]=[CH:41][C:40]([O:43][CH:44]([F:45])[F:46])=[C:39]([O:47][CH2:48][CH:49]2[CH2:51][CH2:50]2)[CH:38]=1)[O:25][C:23](=[O:24])[CH2:22][N:15]1[C:16]2[C:21](=[CH:20][CH:19]=[CH:18][CH:17]=2)[C:13]([NH:8][S:9]([CH3:12])(=[O:11])=[O:10])=[CH:14]1. The catalyst class is: 2. (4) Reactant: [C:1]1(C)[C:2]([S:7](Cl)(=[O:9])=[O:8])=[CH:3][CH:4]=[CH:5][CH:6]=1.[F:12][CH2:13][CH2:14][OH:15].[CH2:16](N(CC)CC)C. Product: [CH3:16][C:5]1[CH:6]=[CH:1][C:2]([S:7]([O:15][CH2:14][CH2:13][F:12])(=[O:8])=[O:9])=[CH:3][CH:4]=1. The catalyst class is: 4. (5) Reactant: [CH3:1][O:2][C:3]1[CH:4]=[C:5]2[C:10](=[CH:11][C:12]=1[O:13][CH2:14][CH2:15][N:16](C)[C:17](OC(C)(C)C)=O)[N:9]=[CH:8][N:7]=[C:6]2[O:25][C:26]1[CH:27]=[C:28]2[C:32](=[CH:33][CH:34]=1)[NH:31][C:30]([CH3:35])=[CH:29]2.C(O)(C(F)(F)F)=O. Product: [CH3:1][O:2][C:3]1[CH:4]=[C:5]2[C:10](=[CH:11][C:12]=1[O:13][CH2:14][CH2:15][NH:16][CH3:17])[N:9]=[CH:8][N:7]=[C:6]2[O:25][C:26]1[CH:27]=[C:28]2[C:32](=[CH:33][CH:34]=1)[NH:31][C:30]([CH3:35])=[CH:29]2. The catalyst class is: 2. (6) The catalyst class is: 8. Product: [C:15]([O:14][C:13]([NH:12][C@H:4]([C@@H:2]1[O:1][C:3](=[O:33])[CH:21]([C:22]([O:24][CH2:25][CH3:26])=[O:23])[CH2:20]1)[CH2:5][C:6]1[CH:7]=[CH:8][CH:9]=[CH:10][CH:11]=1)=[O:19])([CH3:16])([CH3:17])[CH3:18]. Reactant: [O:1]1[CH2:3][C@@H:2]1[C@@H:4]([NH:12][C:13](=[O:19])[O:14][C:15]([CH3:18])([CH3:17])[CH3:16])[CH2:5][C:6]1[CH:11]=[CH:10][CH:9]=[CH:8][CH:7]=1.[C:20](OCC)(=O)[CH2:21][C:22]([O:24][CH2:25][CH3:26])=[O:23].CC[O-:33].[Na+].